The task is: Predict the product of the given reaction.. This data is from Forward reaction prediction with 1.9M reactions from USPTO patents (1976-2016). (1) Given the reactants [Cl:1][C:2]1[CH:10]=[C:9]2[C:5]([C:6]([CH3:12])([CH3:11])[CH2:7][NH:8]2)=[CH:4][CH:3]=1.[C:13](=O)([O:19]C(C)(C)C)[O:14][C:15]([CH3:18])([CH3:17])[CH3:16].C(N(CC)CC)C, predict the reaction product. The product is: [C:15]([O:14][C:13]([N:8]1[C:9]2[C:5](=[CH:4][CH:3]=[C:2]([Cl:1])[CH:10]=2)[C:6]([CH3:12])([CH3:11])[CH2:7]1)=[O:19])([CH3:18])([CH3:17])[CH3:16]. (2) Given the reactants [C:1]([C:3]1[C:4]([C:14]2[CH:19]=[CH:18][C:17]([C:20]3[CH:25]=[CH:24][CH:23]=[CH:22][C:21]=3[C:26]#[N:27])=[CH:16][CH:15]=2)=[C:5]([C:11]([OH:13])=O)[N:6]([CH3:10])[C:7]=1[CH2:8][CH3:9])#[N:2].C(Cl)(=O)C(Cl)=O.[NH2:34][C:35]1[NH:36][CH:37]=[N:38][N:39]=1, predict the reaction product. The product is: [NH:38]1[CH:37]=[N:36][C:35]([NH:34][C:11]([C:5]2[N:6]([CH3:10])[C:7]([CH2:8][CH3:9])=[C:3]([C:1]#[N:2])[C:4]=2[C:14]2[CH:15]=[CH:16][C:17]([C:20]3[CH:25]=[CH:24][CH:23]=[CH:22][C:21]=3[C:26]#[N:27])=[CH:18][CH:19]=2)=[O:13])=[N:39]1. (3) Given the reactants [Cl:1][C:2]1[CH:12]=[CH:11][CH:10]=[CH:9][C:3]=1[CH2:4][NH:5][CH:6]([CH3:8])[CH3:7].[Cl:13][C:14]1[N:18]([CH2:19][C:20]2[CH:25]=[C:24]([Cl:26])[CH:23]=[C:22]([Cl:27])[CH:21]=2)[N:17]=[N:16][C:15]=1[C:28](O)=[O:29].CCN=C=NCCCN(C)C.C1C=NC2N(O)N=NC=2C=1.CCN(C(C)C)C(C)C, predict the reaction product. The product is: [Cl:1][C:2]1[CH:12]=[CH:11][CH:10]=[CH:9][C:3]=1[CH2:4][N:5]([CH:6]([CH3:8])[CH3:7])[C:28]([C:15]1[N:16]=[N:17][N:18]([CH2:19][C:20]2[CH:25]=[C:24]([Cl:26])[CH:23]=[C:22]([Cl:27])[CH:21]=2)[C:14]=1[Cl:13])=[O:29]. (4) Given the reactants [Cl:1][C:2]1[CH:3]=[CH:4][C:5]([OH:11])=[C:6]([C:8](=[O:10])[CH3:9])[CH:7]=1.[C:12]([O-])([O-])=O.[K+].[K+].CI, predict the reaction product. The product is: [Cl:1][C:2]1[CH:3]=[CH:4][C:5]([O:11][CH3:12])=[C:6]([C:8](=[O:10])[CH3:9])[CH:7]=1. (5) Given the reactants [NH:1]1[CH:5]=[C:4]([C:6]([OH:8])=O)[N:3]=[N:2]1.C(Cl)CCl.CN1CCOCC1.C1C=CC2N(O)N=NC=2C=1.[NH2:30][C@H:31]([CH2:40][C:41]1[CH:46]=[CH:45][C:44]([C:47]2[CH:52]=[CH:51][CH:50]=[C:49]([F:53])[CH:48]=2)=[CH:43][CH:42]=1)[CH2:32][C@:33]([CH2:38][OH:39])([CH3:37])[C:34]([OH:36])=[O:35], predict the reaction product. The product is: [F:53][C:49]1[CH:48]=[C:47]([C:44]2[CH:43]=[CH:42][C:41]([CH2:40][C@@H:31]([NH:30][C:6]([C:4]3[NH:3][N:2]=[N:1][CH:5]=3)=[O:8])[CH2:32][C@:33]([CH2:38][OH:39])([CH3:37])[C:34]([OH:36])=[O:35])=[CH:46][CH:45]=2)[CH:52]=[CH:51][CH:50]=1. (6) Given the reactants COC1C=C[CH:6]=[CH:5][C:4]=1[C:9]1[N:14]=[CH:13]N=C(NC2C=C(CS(N)(=O)=O)C=CC=2)[N:10]=1.Cl[C:28]1[N:33]=[CH:32][N:31]=[C:30]([NH:34][C:35]2[CH:36]=[C:37]([CH2:41][S:42]([NH2:45])(=[O:44])=[O:43])[CH:38]=[CH:39][CH:40]=2)[N:29]=1.CC1(C)C(C)(C)OB(C2C=CC(N)=NC=2)O1, predict the reaction product. The product is: [NH2:10][C:9]1[N:14]=[CH:13][C:6]([C:28]2[N:33]=[CH:32][N:31]=[C:30]([NH:34][C:35]3[CH:36]=[C:37]([CH2:41][S:42]([NH2:45])(=[O:44])=[O:43])[CH:38]=[CH:39][CH:40]=3)[N:29]=2)=[CH:5][CH:4]=1.